This data is from NCI-60 drug combinations with 297,098 pairs across 59 cell lines. The task is: Regression. Given two drug SMILES strings and cell line genomic features, predict the synergy score measuring deviation from expected non-interaction effect. (1) Drug 1: CCC1(CC2CC(C3=C(CCN(C2)C1)C4=CC=CC=C4N3)(C5=C(C=C6C(=C5)C78CCN9C7C(C=CC9)(C(C(C8N6C)(C(=O)OC)O)OC(=O)C)CC)OC)C(=O)OC)O.OS(=O)(=O)O. Drug 2: CCC1(C2=C(COC1=O)C(=O)N3CC4=CC5=C(C=CC(=C5CN(C)C)O)N=C4C3=C2)O.Cl. Cell line: RXF 393. Synergy scores: CSS=13.4, Synergy_ZIP=-4.92, Synergy_Bliss=-2.60, Synergy_Loewe=-8.28, Synergy_HSA=-5.17. (2) Drug 1: CC1CCC2CC(C(=CC=CC=CC(CC(C(=O)C(C(C(=CC(C(=O)CC(OC(=O)C3CCCCN3C(=O)C(=O)C1(O2)O)C(C)CC4CCC(C(C4)OC)O)C)C)O)OC)C)C)C)OC. Drug 2: C1=NC(=NC(=O)N1C2C(C(C(O2)CO)O)O)N. Cell line: IGROV1. Synergy scores: CSS=19.3, Synergy_ZIP=-4.12, Synergy_Bliss=-1.99, Synergy_Loewe=-0.516, Synergy_HSA=0.734. (3) Drug 1: CC1=CC=C(C=C1)C2=CC(=NN2C3=CC=C(C=C3)S(=O)(=O)N)C(F)(F)F. Drug 2: C1C(C(OC1N2C=C(C(=O)NC2=O)F)CO)O. Cell line: HCT116. Synergy scores: CSS=1.36, Synergy_ZIP=5.84, Synergy_Bliss=4.69, Synergy_Loewe=-45.9, Synergy_HSA=-3.39. (4) Drug 1: COC1=CC(=CC(=C1O)OC)C2C3C(COC3=O)C(C4=CC5=C(C=C24)OCO5)OC6C(C(C7C(O6)COC(O7)C8=CC=CS8)O)O. Drug 2: C1=NC2=C(N=C(N=C2N1C3C(C(C(O3)CO)O)F)Cl)N. Cell line: NCI-H460. Synergy scores: CSS=44.1, Synergy_ZIP=-8.14, Synergy_Bliss=-7.83, Synergy_Loewe=-7.70, Synergy_HSA=-4.34. (5) Synergy scores: CSS=5.01, Synergy_ZIP=0.395, Synergy_Bliss=0.577, Synergy_Loewe=4.36, Synergy_HSA=0.905. Drug 2: CNC(=O)C1=NC=CC(=C1)OC2=CC=C(C=C2)NC(=O)NC3=CC(=C(C=C3)Cl)C(F)(F)F. Cell line: NCI-H460. Drug 1: C1=CC(=CC=C1C#N)C(C2=CC=C(C=C2)C#N)N3C=NC=N3. (6) Drug 2: C1CC(C1)(C(=O)O)C(=O)O.[NH2-].[NH2-].[Pt+2]. Drug 1: CC(CN1CC(=O)NC(=O)C1)N2CC(=O)NC(=O)C2. Cell line: SF-295. Synergy scores: CSS=40.9, Synergy_ZIP=-3.80, Synergy_Bliss=-0.882, Synergy_Loewe=0.373, Synergy_HSA=4.24.